The task is: Predict which catalyst facilitates the given reaction.. This data is from Catalyst prediction with 721,799 reactions and 888 catalyst types from USPTO. Reactant: [C:1]([C:3]1[CH:12]=[CH:11][CH:10]=[C:9]2[C:4]=1[CH2:5][CH2:6][C:7](=[O:13])[NH:8]2)#N.C(O)=[O:15]. Product: [O:13]=[C:7]1[CH2:6][CH2:5][C:4]2[C:3]([CH:1]=[O:15])=[CH:12][CH:11]=[CH:10][C:9]=2[NH:8]1. The catalyst class is: 181.